Task: Predict the reactants needed to synthesize the given product.. Dataset: Full USPTO retrosynthesis dataset with 1.9M reactions from patents (1976-2016) Given the product [CH:12]1([C:4]2[CH:3]=[C:2]([C:23]3[CH2:28][CH2:27][N:26]([C:29]([O:31][C:32]([CH3:35])([CH3:34])[CH3:33])=[O:30])[CH2:25][CH:24]=3)[CH:7]=[N:6][C:5]=2[C:8]([O:10][CH3:11])=[O:9])[CH2:14][CH2:13]1, predict the reactants needed to synthesize it. The reactants are: Cl[C:2]1[CH:3]=[C:4]([CH:12]2[CH2:14][CH2:13]2)[C:5]([C:8]([O:10][CH3:11])=[O:9])=[N:6][CH:7]=1.CC1(C)C(C)(C)OB([C:23]2[CH2:28][CH2:27][N:26]([C:29]([O:31][C:32]([CH3:35])([CH3:34])[CH3:33])=[O:30])[CH2:25][CH:24]=2)O1.C(=O)([O-])[O-].[Na+].[Na+].O1CCOCC1.